From a dataset of Peptide-MHC class II binding affinity with 134,281 pairs from IEDB. Regression. Given a peptide amino acid sequence and an MHC pseudo amino acid sequence, predict their binding affinity value. This is MHC class II binding data. (1) The peptide sequence is ILLLDYMTSTNTNNS. The MHC is H-2-IAb with pseudo-sequence H-2-IAb. The binding affinity (normalized) is 0.236. (2) The peptide sequence is GKNERELATLHHLNP. The MHC is DRB1_0701 with pseudo-sequence DRB1_0701. The binding affinity (normalized) is 0.267.